From a dataset of Catalyst prediction with 721,799 reactions and 888 catalyst types from USPTO. Predict which catalyst facilitates the given reaction. (1) Reactant: [S:1]1[CH:5]=[CH:4][C:3]([C:6]2[CH:11]=[CH:10][C:9]([CH:12]([CH3:20])[CH2:13][NH:14][S:15]([CH:18]=[CH2:19])(=[O:17])=[O:16])=[CH:8][CH:7]=2)=[CH:2]1. Product: [S:1]1[CH:5]=[CH:4][C:3]([C:6]2[CH:7]=[CH:8][C:9]([CH:12]([CH3:20])[CH2:13][NH:14][S:15]([CH2:18][CH3:19])(=[O:17])=[O:16])=[CH:10][CH:11]=2)=[CH:2]1. The catalyst class is: 153. (2) Reactant: Cl.[N:2]1[CH:7]=[CH:6][CH:5]=[CH:4][C:3]=1[C:8](Cl)=[O:9].[CH3:11][C:12]1[C:17]([NH:18][C:19]2[N:24]=[C:23]([C:25]3[CH:26]=[N:27][CH:28]=[CH:29][CH:30]=3)[CH:22]=[CH:21][N:20]=2)=[CH:16][C:15]([NH2:31])=[CH:14][N:13]=1. Product: [CH3:11][C:12]1[N:13]=[CH:14][C:15]([NH:31][C:8](=[O:9])[C:3]2[CH:4]=[CH:5][CH:6]=[CH:7][N:2]=2)=[CH:16][C:17]=1[NH:18][C:19]1[N:24]=[C:23]([C:25]2[CH:26]=[N:27][CH:28]=[CH:29][CH:30]=2)[CH:22]=[CH:21][N:20]=1. The catalyst class is: 17. (3) Reactant: [N+:1]([C:4]1[CH:5]=[N:6][CH:7]=[CH:8][C:9]=1[N:10]1[CH2:15][CH2:14][CH2:13][C@H:12]([NH:16][C:17](=[O:23])[O:18][C:19]([CH3:22])([CH3:21])[CH3:20])[CH2:11]1)([O-])=O.[NH4+].[Cl-].CCO. Product: [NH2:1][C:4]1[CH:5]=[N:6][CH:7]=[CH:8][C:9]=1[N:10]1[CH2:15][CH2:14][CH2:13][C@H:12]([NH:16][C:17](=[O:23])[O:18][C:19]([CH3:21])([CH3:20])[CH3:22])[CH2:11]1. The catalyst class is: 150. (4) Reactant: [C:1]([NH:4][C@H:5]([C@H:11]1[C@H:15]([NH:16][C:17]([NH:26][C:27]([O:29][C:30]([CH3:33])([CH3:32])[CH3:31])=[O:28])=[N:18][C:19]([O:21][C:22]([CH3:25])([CH3:24])[CH3:23])=[O:20])[CH2:14][C@H:13]([C:34]([OH:36])=[O:35])[C@H:12]1[OH:37])[CH:6]([CH2:9][CH3:10])[CH2:7][CH3:8])(=[O:3])[CH3:2].[C:38]([OH:50])(=[O:49])/[CH:39]=[CH:40]/[C:41]1[CH:48]=[CH:47][C:45]([OH:46])=[C:43]([OH:44])[CH:42]=1.CCN=C=N[CH2:56][CH2:57][CH2:58]N(C)C. Product: [C:1]([O:46][C:45]1[CH:47]=[CH:48][C:41](/[CH:40]=[CH:39]/[C:38]([O:50][CH2:58][CH2:57][CH2:56][O:35][C:34]([C@H:13]2[CH2:14][C@@H:15]([NH:16][C:17]([NH:26][C:27]([O:29][C:30]([CH3:33])([CH3:32])[CH3:31])=[O:28])=[N:18][C:19]([O:21][C:22]([CH3:23])([CH3:25])[CH3:24])=[O:20])[C@H:11]([C@@H:5]([NH:4][C:1](=[O:3])[CH3:2])[CH:6]([CH2:7][CH3:8])[CH2:9][CH3:10])[C@@H:12]2[OH:37])=[O:36])=[O:49])=[CH:42][C:43]=1[O:44][C:22](=[O:21])[CH3:23])(=[O:3])[CH3:2]. The catalyst class is: 143. (5) Product: [CH3:45][O:44][C:36]1[CH:37]=[CH:38][CH:39]=[CH:40][C:35]=1[C:33]([NH2:32])=[O:34]. The catalyst class is: 6. Reactant: IC1C2C(=NC=NC=2N)N([C@H]2CC[C@@H](N3CCN(C)CC3)CC2)N=1.C([NH:32][C:33]([C:35]1[CH:40]=[CH:39][C:38](B(O)O)=[CH:37][C:36]=1[O:44][CH3:45])=[O:34])C1C=CC=CC=1.C(=O)([O-])[O-].[Na+].[Na+].COCCOC.